From a dataset of Catalyst prediction with 721,799 reactions and 888 catalyst types from USPTO. Predict which catalyst facilitates the given reaction. Reactant: [C:1]1([C@@H:7]2[CH2:9][C@H:8]2[C:10]([OH:12])=O)[CH:6]=[CH:5][CH:4]=[CH:3][CH:2]=1.O=C1N(P(Cl)(N2CCOC2=O)=O)CCO1.C(N(CC)CC)C.[Br:35][C:36]1[C:37]([F:46])=[C:38]2[C:44]([NH2:45])=[CH:43][NH:42][C:39]2=[N:40][CH:41]=1.C([O-])([O-])=O.[Na+].[Na+]. Product: [Br:35][C:36]1[C:37]([F:46])=[C:38]2[C:44]([NH:45][C:10]([C@@H:8]3[CH2:9][C@H:7]3[C:1]3[CH:2]=[CH:3][CH:4]=[CH:5][CH:6]=3)=[O:12])=[CH:43][NH:42][C:39]2=[N:40][CH:41]=1. The catalyst class is: 2.